This data is from CYP2D6 inhibition data for predicting drug metabolism from PubChem BioAssay. The task is: Regression/Classification. Given a drug SMILES string, predict its absorption, distribution, metabolism, or excretion properties. Task type varies by dataset: regression for continuous measurements (e.g., permeability, clearance, half-life) or binary classification for categorical outcomes (e.g., BBB penetration, CYP inhibition). Dataset: cyp2d6_veith. (1) The drug is CC(=O)O[C@H]1C[C@@H](O[C@H]2[C@@H](O)C[C@@H](O[C@H]3[C@@H](O)C[C@@H](O[C@@H]4CC[C@@]5(C)[C@@H](CC[C@@]6(C)[C@@]7(O)CC[C@H](C8=CC(=O)OC8)[C@@]7(C)[C@@H](O)C[C@]56C)C4)O[C@H]3C)O[C@H]2C)O[C@@H](C)[C@H]1O[C@H]1O[C@@H](CO)[C@@H](O)[C@@H](O)[C@@H]1O. The result is 0 (non-inhibitor). (2) The compound is COc1ccc(CNC(=O)[C@H](C)[C@@H]2C[C@@]2(C)[C@@H](NC(=O)OCc2ccccc2)c2ccccc2)cc1OC. The result is 1 (inhibitor). (3) The drug is CCCC1c2c(ccc3ccccc23)Oc2ccc3ccccc3c21. The result is 0 (non-inhibitor). (4) The compound is O=C1c2ccccc2N[C@H](c2cc(Cl)cc(Cl)c2O)N1CCc1ccccn1. The result is 0 (non-inhibitor). (5) The compound is CCCNC(=O)OC[C@@H]1O[C@H](CCO/N=C(\C)CCC(=O)OC[C@@H]2O[C@H](C#Cc3ccccc3)C=C[C@@H]2Oc2ccc(C)cc2)C=C[C@@H]1Oc1ccc(OC)cc1. The result is 0 (non-inhibitor).